This data is from Catalyst prediction with 721,799 reactions and 888 catalyst types from USPTO. The task is: Predict which catalyst facilitates the given reaction. (1) Reactant: [Cl:1][C:2]1[CH:23]=[C:22]([CH3:24])[C:5]([O:6][C:7]2[C:12]([CH2:13]Cl)=[C:11]([NH:15][CH:16]([CH2:19][CH3:20])[CH2:17][CH3:18])[CH:10]=[C:9]([CH3:21])[N:8]=2)=[C:4]([CH3:25])[CH:3]=1. Product: [Cl:1][C:2]1[CH:3]=[C:4]([CH3:25])[C:5]([O:6][C:7]2[C:12]([CH3:13])=[C:11]([NH:15][CH:16]([CH2:19][CH3:20])[CH2:17][CH3:18])[CH:10]=[C:9]([CH3:21])[N:8]=2)=[C:22]([CH3:24])[CH:23]=1. The catalyst class is: 1. (2) Reactant: FC(F)(F)C(O)=O.[Br:8][C:9]1[CH:10]=[C:11]([CH:22]=[C:23]([Cl:25])[CH:24]=1)[O:12][C:13]1[C:14]([NH:20][NH2:21])=[N:15][CH:16]=[CH:17][C:18]=1[CH3:19].[Cl-].[NH4+].[NH:28]1[C:32]2=[N:33][CH:34]=[CH:35][CH:36]=[C:31]2[C:30]([CH2:37][C:38](O)=[O:39])=[N:29]1.C1C=NC2N(O)N=NC=2C=1.C(Cl)CCl. Product: [Br:8][C:9]1[CH:10]=[C:11]([CH:22]=[C:23]([Cl:25])[CH:24]=1)[O:12][C:13]1[C:14]([NH:20][NH:21][C:38](=[O:39])[CH2:37][C:30]2[C:31]3[C:32](=[N:33][CH:34]=[CH:35][CH:36]=3)[NH:28][N:29]=2)=[N:15][CH:16]=[CH:17][C:18]=1[CH3:19]. The catalyst class is: 3. (3) Reactant: [NH2:1][C:2]1[N:7]=[C:6]([C:8]2[CH:16]=[CH:15][C:11]3[O:12][CH2:13][O:14][C:10]=3[CH:9]=2)[C:5]([C:17]#[N:18])=[C:4](S(C)(=O)=O)[N:3]=1.[C:23]1([OH:29])[CH:28]=[CH:27][CH:26]=[CH:25][CH:24]=1.C1CCN2C(=NCCC2)CC1. Product: [NH2:1][C:2]1[N:7]=[C:6]([C:8]2[CH:16]=[CH:15][C:11]3[O:12][CH2:13][O:14][C:10]=3[CH:9]=2)[C:5]([C:17]#[N:18])=[C:4]([O:29][C:23]2[CH:28]=[CH:27][CH:26]=[CH:25][CH:24]=2)[N:3]=1. The catalyst class is: 57.